Dataset: Reaction yield outcomes from USPTO patents with 853,638 reactions. Task: Predict the reaction yield, written as a fraction of the theoretical maximum amount of product (1.0 means a 100% yield; for example, 0.34 means a 34% yield). (1) The reactants are [NH2:1][C:2]([CH3:9])([CH2:5][CH:6]1[CH2:8][CH2:7]1)[C:3]#[N:4].C(N(C(C)C)CC)(C)C.[C:19](O[C:19]([O:21][C:22]([CH3:25])([CH3:24])[CH3:23])=[O:20])([O:21][C:22]([CH3:25])([CH3:24])[CH3:23])=[O:20]. The catalyst is ClCCl. The product is [C:22]([O:21][C:19](=[O:20])[NH:1][C:2]([C:3]#[N:4])([CH2:5][CH:6]1[CH2:8][CH2:7]1)[CH3:9])([CH3:25])([CH3:24])[CH3:23]. The yield is 0.660. (2) The reactants are [Cl-].[Al+3].[Cl-].[Cl-].[Cl:5][CH2:6][CH2:7][CH2:8][C:9](Cl)=[O:10].[C:12]1([CH:18]([CH3:20])[CH3:19])[CH:17]=[CH:16][CH:15]=[CH:14][CH:13]=1. The catalyst is C(Cl)Cl. The product is [Cl:5][CH2:6][CH2:7][CH2:8][C:9]([C:15]1[CH:16]=[CH:17][C:12]([CH:18]([CH3:20])[CH3:19])=[CH:13][CH:14]=1)=[O:10]. The yield is 0.860. (3) The reactants are [CH2:1]([C:3]([OH:36])([CH2:34][CH3:35])/[CH:4]=[CH:5]/[C:6]1[CH:11]=[CH:10][C:9]([C:12]([CH2:31][CH3:32])([C:15]2[CH:20]=[CH:19][C:18]([B:21]3[O:25][C:24]([CH3:27])([CH3:26])[C:23]([CH3:29])([CH3:28])[O:22]3)=[C:17]([CH3:30])[CH:16]=2)[CH2:13][CH3:14])=[CH:8][C:7]=1[CH3:33])[CH3:2].[H][H]. The catalyst is CO.C(OCC)(=O)C.[C].[Pd]. The product is [CH2:1]([C:3]([OH:36])([CH2:34][CH3:35])[CH2:4][CH2:5][C:6]1[CH:11]=[CH:10][C:9]([C:12]([CH2:13][CH3:14])([C:15]2[CH:20]=[CH:19][C:18]([B:21]3[O:25][C:24]([CH3:26])([CH3:27])[C:23]([CH3:28])([CH3:29])[O:22]3)=[C:17]([CH3:30])[CH:16]=2)[CH2:31][CH3:32])=[CH:8][C:7]=1[CH3:33])[CH3:2]. The yield is 0.980. (4) The reactants are Br[C:2]1[CH:3]=[C:4]([NH2:9])[CH:5]=[CH:6][C:7]=1[F:8].C(B(CC)[C:13]1[CH:14]=[N:15][CH:16]=[CH:17][CH:18]=1)C.C(=O)([O-])[O-].[K+].[K+]. The catalyst is COCCOC.O.C1C=CC([P]([Pd]([P](C2C=CC=CC=2)(C2C=CC=CC=2)C2C=CC=CC=2)([P](C2C=CC=CC=2)(C2C=CC=CC=2)C2C=CC=CC=2)[P](C2C=CC=CC=2)(C2C=CC=CC=2)C2C=CC=CC=2)(C2C=CC=CC=2)C2C=CC=CC=2)=CC=1. The product is [F:8][C:7]1[CH:6]=[CH:5][C:4]([NH2:9])=[CH:3][C:2]=1[C:13]1[CH:14]=[N:15][CH:16]=[CH:17][CH:18]=1. The yield is 0.460. (5) The reactants are [CH3:1][C:2]([CH3:22])([CH2:8][C:9]1[CH:14]=[CH:13][C:12]([N+:15]([O-])=O)=[CH:11][C:10]=1[C:18]([F:21])([F:20])[F:19])[C:3]([O:5][CH2:6][CH3:7])=[O:4]. The catalyst is CO.[Pd]. The product is [NH2:15][C:12]1[CH:13]=[CH:14][C:9]([CH2:8][C:2]([CH3:1])([CH3:22])[C:3]([O:5][CH2:6][CH3:7])=[O:4])=[C:10]([C:18]([F:19])([F:20])[F:21])[CH:11]=1. The yield is 0.840. (6) The reactants are [H-].[Na+].N[C:4]1[CH:9]=[CH:8][CH:7]=[CH:6][CH:5]=1.[CH3:10]C1CC(C)=C(C)C=1C.[CH:19]1[C:32]2[C:23](=[CH:24][C:25]3[C:30]([C:31]=2[Si:33](Cl)([CH3:35])[CH3:34])=[CH:29][CH:28]=[CH:27][CH:26]=3)[CH:22]=CC=1.C(=O)([O-])[O-].[Na+].[Na+].O1[CH2:47][CH2:46][CH2:45][CH2:44]1. The catalyst is C1(C)C=CC=CC=1. The product is [CH:8]1[C:9]2[C:4](=[CH:44][C:45]3[C:28]([C:29]=2[C:30]2[C:31]([SiH:33]([CH3:34])[CH3:35])([CH3:10])[C:32]([CH3:19])=[C:23]([CH3:22])[C:25]=2[CH3:24])=[CH:27][CH:26]=[CH:47][CH:46]=3)[CH:5]=[CH:6][CH:7]=1. The yield is 0.544. (7) The reactants are Br[C:2]1[CH:3]=[CH:4][C:5]([F:10])=[C:6]([CH:9]=1)[C:7]#[N:8].C(N(CC)C(C)C)(C)C.[CH2:20]([SH:27])[C:21]1[CH:26]=[CH:25][CH:24]=[CH:23][CH:22]=1. The catalyst is C1(C)C=CC=CC=1.C(OCC)(=O)C.[Pd+2].ClC1C=C[C-](P(C(C)(C)C)C(C)(C)C)C=1Cl.[C-]1(P(C(C)(C)C)C(C)(C)C)C=CC=C1.[Fe+2]. The product is [CH2:20]([S:27][C:2]1[CH:3]=[CH:4][C:5]([F:10])=[C:6]([CH:9]=1)[C:7]#[N:8])[C:21]1[CH:26]=[CH:25][CH:24]=[CH:23][CH:22]=1. The yield is 0.510. (8) The reactants are Cl.[NH2:2][CH2:3][C:4]([C:6]1[CH:11]=[CH:10][CH:9]=[C:8]([N+:12]([O-:14])=[O:13])[CH:7]=1)=[O:5].[Si:15]([O:32][CH2:33][C:34]([CH3:39])([CH3:38])[C:35](O)=[O:36])([C:28]([CH3:31])([CH3:30])[CH3:29])([C:22]1[CH:27]=[CH:26][CH:25]=[CH:24][CH:23]=1)[C:16]1[CH:21]=[CH:20][CH:19]=[CH:18][CH:17]=1.CN(C(ON1N=NC2C=CC=NC1=2)=[N+](C)C)C.F[P-](F)(F)(F)(F)F.CCN(C(C)C)C(C)C. The catalyst is CN(C=O)C.C(OCC)(=O)C. The product is [Si:15]([O:32][CH2:33][C:34]([CH3:39])([CH3:38])[C:35]([NH:2][CH2:3][C:4]([C:6]1[CH:11]=[CH:10][CH:9]=[C:8]([N+:12]([O-:14])=[O:13])[CH:7]=1)=[O:5])=[O:36])([C:28]([CH3:30])([CH3:31])[CH3:29])([C:22]1[CH:23]=[CH:24][CH:25]=[CH:26][CH:27]=1)[C:16]1[CH:17]=[CH:18][CH:19]=[CH:20][CH:21]=1. The yield is 0.950.